The task is: Regression. Given two drug SMILES strings and cell line genomic features, predict the synergy score measuring deviation from expected non-interaction effect.. This data is from NCI-60 drug combinations with 297,098 pairs across 59 cell lines. (1) Cell line: SNB-75. Drug 2: C(=O)(N)NO. Synergy scores: CSS=25.1, Synergy_ZIP=-7.97, Synergy_Bliss=-1.73, Synergy_Loewe=-9.91, Synergy_HSA=-0.610. Drug 1: CC12CCC3C(C1CCC2=O)CC(=C)C4=CC(=O)C=CC34C. (2) Drug 1: CC(C)(C#N)C1=CC(=CC(=C1)CN2C=NC=N2)C(C)(C)C#N. Drug 2: CC=C1C(=O)NC(C(=O)OC2CC(=O)NC(C(=O)NC(CSSCCC=C2)C(=O)N1)C(C)C)C(C)C. Cell line: BT-549. Synergy scores: CSS=17.0, Synergy_ZIP=-0.907, Synergy_Bliss=-0.890, Synergy_Loewe=-28.5, Synergy_HSA=-0.211. (3) Drug 1: CCC1(CC2CC(C3=C(CCN(C2)C1)C4=CC=CC=C4N3)(C5=C(C=C6C(=C5)C78CCN9C7C(C=CC9)(C(C(C8N6C=O)(C(=O)OC)O)OC(=O)C)CC)OC)C(=O)OC)O.OS(=O)(=O)O. Drug 2: CNC(=O)C1=NC=CC(=C1)OC2=CC=C(C=C2)NC(=O)NC3=CC(=C(C=C3)Cl)C(F)(F)F. Cell line: UACC62. Synergy scores: CSS=-2.15, Synergy_ZIP=1.06, Synergy_Bliss=-0.166, Synergy_Loewe=-1.20, Synergy_HSA=-1.91. (4) Drug 1: CC12CCC3C(C1CCC2=O)CC(=C)C4=CC(=O)C=CC34C. Drug 2: C1C(C(OC1N2C=NC(=NC2=O)N)CO)O. Cell line: SF-539. Synergy scores: CSS=15.5, Synergy_ZIP=-2.94, Synergy_Bliss=-4.62, Synergy_Loewe=-9.81, Synergy_HSA=-5.27. (5) Drug 1: CCCS(=O)(=O)NC1=C(C(=C(C=C1)F)C(=O)C2=CNC3=C2C=C(C=N3)C4=CC=C(C=C4)Cl)F. Drug 2: CC1=C(C=C(C=C1)C(=O)NC2=CC(=CC(=C2)C(F)(F)F)N3C=C(N=C3)C)NC4=NC=CC(=N4)C5=CN=CC=C5. Cell line: TK-10. Synergy scores: CSS=10.9, Synergy_ZIP=-2.56, Synergy_Bliss=1.33, Synergy_Loewe=0.536, Synergy_HSA=0.805. (6) Drug 1: C1=NC2=C(N1)C(=S)N=CN2. Drug 2: COCCOC1=C(C=C2C(=C1)C(=NC=N2)NC3=CC=CC(=C3)C#C)OCCOC.Cl. Cell line: HT29. Synergy scores: CSS=12.5, Synergy_ZIP=-7.75, Synergy_Bliss=0.970, Synergy_Loewe=-14.7, Synergy_HSA=-0.432. (7) Drug 1: C1CN1P(=S)(N2CC2)N3CC3. Drug 2: CC1=C(C=C(C=C1)NC(=O)C2=CC=C(C=C2)CN3CCN(CC3)C)NC4=NC=CC(=N4)C5=CN=CC=C5. Cell line: HOP-92. Synergy scores: CSS=5.98, Synergy_ZIP=4.38, Synergy_Bliss=3.47, Synergy_Loewe=-4.10, Synergy_HSA=-0.244. (8) Drug 1: CC1CCC2CC(C(=CC=CC=CC(CC(C(=O)C(C(C(=CC(C(=O)CC(OC(=O)C3CCCCN3C(=O)C(=O)C1(O2)O)C(C)CC4CCC(C(C4)OC)OCCO)C)C)O)OC)C)C)C)OC. Drug 2: CCCCC(=O)OCC(=O)C1(CC(C2=C(C1)C(=C3C(=C2O)C(=O)C4=C(C3=O)C=CC=C4OC)O)OC5CC(C(C(O5)C)O)NC(=O)C(F)(F)F)O. Cell line: HL-60(TB). Synergy scores: CSS=48.0, Synergy_ZIP=1.91, Synergy_Bliss=-1.28, Synergy_Loewe=-3.03, Synergy_HSA=-2.36. (9) Drug 1: C1CCN(CC1)CCOC2=CC=C(C=C2)C(=O)C3=C(SC4=C3C=CC(=C4)O)C5=CC=C(C=C5)O. Synergy scores: CSS=31.8, Synergy_ZIP=-1.03, Synergy_Bliss=-2.41, Synergy_Loewe=-18.3, Synergy_HSA=-2.20. Cell line: UACC62. Drug 2: CCC1=CC2CC(C3=C(CN(C2)C1)C4=CC=CC=C4N3)(C5=C(C=C6C(=C5)C78CCN9C7C(C=CC9)(C(C(C8N6C)(C(=O)OC)O)OC(=O)C)CC)OC)C(=O)OC.C(C(C(=O)O)O)(C(=O)O)O. (10) Drug 1: CS(=O)(=O)C1=CC(=C(C=C1)C(=O)NC2=CC(=C(C=C2)Cl)C3=CC=CC=N3)Cl. Drug 2: C(=O)(N)NO. Cell line: OVCAR-8. Synergy scores: CSS=12.4, Synergy_ZIP=-5.46, Synergy_Bliss=-2.18, Synergy_Loewe=-1.63, Synergy_HSA=-0.714.